From a dataset of Catalyst prediction with 721,799 reactions and 888 catalyst types from USPTO. Predict which catalyst facilitates the given reaction. (1) Reactant: [CH3:1][C:2]1[N:7]=[C:6]2[S:8][C:9]3[CH2:13][CH2:12][CH2:11][C:10]=3[C:5]2=[C:4]([C:14]2[CH:19]=[CH:18][C:17]([Cl:20])=[CH:16][CH:15]=2)[C:3]=1[CH:21]([CH2:26][CH2:27][CH3:28])[C:22]([O:24]C)=[O:23].[OH-].[Na+]. Product: [CH3:1][C:2]1[N:7]=[C:6]2[S:8][C:9]3[CH2:13][CH2:12][CH2:11][C:10]=3[C:5]2=[C:4]([C:14]2[CH:19]=[CH:18][C:17]([Cl:20])=[CH:16][CH:15]=2)[C:3]=1[CH:21]([CH2:26][CH2:27][CH3:28])[C:22]([OH:24])=[O:23]. The catalyst class is: 645. (2) Reactant: CO[N:3]=[CH:4][C:5]1[CH:10]=[CH:9][C:8]([O:11][CH2:12][CH2:13][N:14]2[CH2:18][CH2:17][CH2:16][CH2:15]2)=[C:7]([OH:19])[CH:6]=1.Cl. Product: [NH2:3][CH2:4][C:5]1[CH:10]=[CH:9][C:8]([O:11][CH2:12][CH2:13][N:14]2[CH2:18][CH2:17][CH2:16][CH2:15]2)=[C:7]([OH:19])[CH:6]=1. The catalyst class is: 29. (3) Reactant: [C:1]1([C:7]2[N:8]=[C:9]([C:12]3[C:16]([C:17](O)=[O:18])=[CH:15][N:14]([CH2:20][O:21][CH2:22][CH2:23][Si:24]([CH3:27])([CH3:26])[CH3:25])[N:13]=3)[S:10][CH:11]=2)[CH:6]=[CH:5][CH:4]=[CH:3][CH:2]=1.[CH:28]1([NH2:33])[CH2:32][CH2:31][CH2:30][CH2:29]1.CN(C(ON1N=NC2C=CC=NC1=2)=[N+](C)C)C.F[P-](F)(F)(F)(F)F.CCN(C(C)C)C(C)C. Product: [CH:28]1([NH:33][C:17]([C:16]2[C:12]([C:9]3[S:10][CH:11]=[C:7]([C:1]4[CH:2]=[CH:3][CH:4]=[CH:5][CH:6]=4)[N:8]=3)=[N:13][N:14]([CH2:20][O:21][CH2:22][CH2:23][Si:24]([CH3:25])([CH3:27])[CH3:26])[CH:15]=2)=[O:18])[CH2:32][CH2:31][CH2:30][CH2:29]1. The catalyst class is: 3. (4) Reactant: [NH2:1][C:2]1[CH:27]=[CH:26][C:5]([O:6][C:7]2[CH:12]=[CH:11][N:10]=[C:9]([NH:13][C:14]([N:16]3[CH2:21][CH2:20][CH:19]([CH2:22][N:23]([CH3:25])[CH3:24])[CH2:18][CH2:17]3)=[O:15])[CH:8]=2)=[C:4]([F:28])[CH:3]=1.[C:29]1([CH2:35][C:36]([N:38]=[C:39]=[O:40])=[O:37])[CH:34]=[CH:33][CH:32]=[CH:31][CH:30]=1. Product: [CH3:24][N:23]([CH2:22][CH:19]1[CH2:18][CH2:17][N:16]([C:14]([NH:13][C:9]2[CH:8]=[C:7]([O:6][C:5]3[CH:26]=[CH:27][C:2]([NH:1][C:39]([NH:38][C:36](=[O:37])[CH2:35][C:29]4[CH:30]=[CH:31][CH:32]=[CH:33][CH:34]=4)=[O:40])=[CH:3][C:4]=3[F:28])[CH:12]=[CH:11][N:10]=2)=[O:15])[CH2:21][CH2:20]1)[CH3:25]. The catalyst class is: 188. (5) Reactant: [N:1]1[CH:6]=[CH:5][C:4]([C:7]2[CH:11]=[C:10]([C:12]([O:14]C)=O)[NH:9][N:8]=2)=[CH:3][CH:2]=1.[OH-].[NH4+:17]. Product: [N:1]1[CH:2]=[CH:3][C:4]([C:7]2[CH:11]=[C:10]([C:12]([NH2:17])=[O:14])[NH:9][N:8]=2)=[CH:5][CH:6]=1. The catalyst class is: 291. (6) Reactant: [C:1]([C:5]1[CH:6]=[C:7]([NH:16][C:17]([NH:19][C:20]2[C:29]3[C:24](=[CH:25][CH:26]=[CH:27][CH:28]=3)[C:23]([O:30][C:31]3[CH:36]=[CH:35][N:34]=[C:33]([NH:37][C:38]4[CH:43]=[CH:42][CH:41]=[CH:40][CH:39]=4)[N:32]=3)=[CH:22][CH:21]=2)=[O:18])[C:8]([O:14][CH3:15])=[C:9]([CH:13]=1)[C:10]([OH:12])=O)([CH3:4])([CH3:3])[CH3:2].[O:44]1[CH2:47][CH:46]([NH2:48])[CH2:45]1.C(N(CC)CC)C.C(P1(=O)OP(CCC)(=O)OP(CCC)(=O)O1)CC.CCOC(C)=O. Product: [C:1]([C:5]1[CH:6]=[C:7]([NH:16][C:17]([NH:19][C:20]2[C:29]3[C:24](=[CH:25][CH:26]=[CH:27][CH:28]=3)[C:23]([O:30][C:31]3[CH:36]=[CH:35][N:34]=[C:33]([NH:37][C:38]4[CH:39]=[CH:40][CH:41]=[CH:42][CH:43]=4)[N:32]=3)=[CH:22][CH:21]=2)=[O:18])[C:8]([O:14][CH3:15])=[C:9]([CH:13]=1)[C:10]([NH:48][CH:46]1[CH2:47][O:44][CH2:45]1)=[O:12])([CH3:4])([CH3:3])[CH3:2]. The catalyst class is: 2.